Dataset: Catalyst prediction with 721,799 reactions and 888 catalyst types from USPTO. Task: Predict which catalyst facilitates the given reaction. (1) Reactant: [I:1][C:2]1[CH:7]=[CH:6][N:5]=[C:4]([O:8][CH3:9])[C:3]=1[C:10]1[NH:11][C:12]2[C:17]([CH:18]=1)=[CH:16][CH:15]=[C:14]([NH2:19])[CH:13]=2.[F:20][C:21]([F:32])([F:31])[C:22](O[C:22](=[O:23])[C:21]([F:32])([F:31])[F:20])=[O:23].C(N(CC)CC)C.O. Product: [F:20][C:21]([F:32])([F:31])[C:22]([NH:19][C:14]1[CH:13]=[C:12]2[C:17]([CH:18]=[C:10]([C:3]3[C:4]([O:8][CH3:9])=[N:5][CH:6]=[CH:7][C:2]=3[I:1])[NH:11]2)=[CH:16][CH:15]=1)=[O:23]. The catalyst class is: 2. (2) Reactant: C([Li])CCC.CC1(C)CCCC(C)(C)N1.[C:16]([O:20][C:21]([N:23]1[CH2:28][CH2:27][N:26]([C:29]2[N:30]=[N:31][C:32]([C:35]([F:38])([F:37])[F:36])=[CH:33][CH:34]=2)[CH2:25][CH2:24]1)=[O:22])([CH3:19])([CH3:18])[CH3:17].[I:39]I. Product: [C:16]([O:20][C:21]([N:23]1[CH2:24][CH2:25][N:26]([C:29]2[N:30]=[N:31][C:32]([C:35]([F:36])([F:37])[F:38])=[C:33]([I:39])[CH:34]=2)[CH2:27][CH2:28]1)=[O:22])([CH3:19])([CH3:17])[CH3:18]. The catalyst class is: 506. (3) Reactant: C([O:3][C:4](=[O:33])[CH:5]([C:26]1[CH:27]=[C:28]([CH3:32])[CH:29]=[CH:30][CH:31]=1)[CH2:6][C:7]1[CH:11]=[C:10]([C:12]2[CH:17]=[CH:16][C:15]([Br:18])=[CH:14][CH:13]=2)[N:9]([C:19]2[CH:24]=[CH:23][C:22]([CH3:25])=[CH:21][CH:20]=2)[N:8]=1)C.C(OC(=O)C(C1C=C(C)C=CC=1)CC#CC(C1C=CC(Br)=CC=1)=O)C.NN.C([O-])([O-])=O.[Cs+].[Cs+]. Product: [Br:18][C:15]1[CH:16]=[CH:17][C:12]([C:10]2[N:9]([C:19]3[CH:20]=[CH:21][C:22]([CH3:25])=[CH:23][CH:24]=3)[N:8]=[C:7]([CH2:6][CH:5]([C:26]3[CH:27]=[C:28]([CH3:32])[CH:29]=[CH:30][CH:31]=3)[C:4]([OH:33])=[O:3])[CH:11]=2)=[CH:13][CH:14]=1. The catalyst class is: 56. (4) Reactant: Br[C:2]1[CH:3]=[C:4]2[C:9](=[CH:10][C:11]=1[CH3:12])[N:8]=[CH:7][CH:6]=[CH:5]2.CN1CCCC1=[O:19].[C:20]([Cu])#[N:21]. Product: [CH3:12][C:11]1[CH:10]=[C:9]2[C:4]([CH:5]=[CH:6][C:7](=[O:19])[NH:8]2)=[CH:3][C:2]=1[C:20]#[N:21]. The catalyst class is: 6.